The task is: Regression. Given a peptide amino acid sequence and an MHC pseudo amino acid sequence, predict their binding affinity value. This is MHC class II binding data.. This data is from Peptide-MHC class II binding affinity with 134,281 pairs from IEDB. (1) The peptide sequence is FTVQEMVALSGAHTL. The MHC is DRB1_0301 with pseudo-sequence DRB1_0301. The binding affinity (normalized) is 0.294. (2) The peptide sequence is EAAVKQAYAATVAAA. The MHC is HLA-DPA10103-DPB10201 with pseudo-sequence HLA-DPA10103-DPB10201. The binding affinity (normalized) is 0.137. (3) The peptide sequence is AAGTAAQAAVVRFQE. The MHC is DRB1_0701 with pseudo-sequence DRB1_0701. The binding affinity (normalized) is 0.272. (4) The peptide sequence is LLFCALASSCQVAFS. The MHC is HLA-DPA10103-DPB10201 with pseudo-sequence HLA-DPA10103-DPB10201. The binding affinity (normalized) is 0.425. (5) The peptide sequence is VVVHITDDNEEPIAP. The MHC is DRB5_0101 with pseudo-sequence DRB5_0101. The binding affinity (normalized) is 0.